Dataset: Full USPTO retrosynthesis dataset with 1.9M reactions from patents (1976-2016). Task: Predict the reactants needed to synthesize the given product. (1) Given the product [OH:35][C:25]1[N:21]2[CH:22]=[CH:23][N:24]=[C:20]2[N:19]=[C:10]([CH3:11])[C:9]=1[C:3]1[C:4]([F:8])=[CH:5][CH:6]=[CH:7][C:2]=1[Cl:18], predict the reactants needed to synthesize it. The reactants are: Cl[C:2]1[CH:7]=[CH:6][CH:5]=[C:4]([F:8])[C:3]=1[CH2:9][C:10](=O)[CH2:11]C(OCC)=O.[ClH:18].[NH2:19][C:20]1[NH:21][CH:22]=[CH:23][N:24]=1.[CH2:25]1CN2C(=NCCC2)C1.Cl.[OH2:35]. (2) Given the product [C:1]([CH:5]1[CH2:14][CH2:13][C:8](=[O:9])[CH:7]=[CH:6]1)([CH3:4])([CH3:2])[CH3:3], predict the reactants needed to synthesize it. The reactants are: [C:1]([CH:5]1[CH2:14][CH2:13][C:8]2(OCC[O:9]2)[CH:7]=[CH:6]1)([CH3:4])([CH3:3])[CH3:2].OS(O)(=O)=O. (3) Given the product [C:7]1([C:6]2([C:13]3[CH:18]=[CH:17][CH:16]=[CH:15][CH:14]=3)[CH2:5][CH2:4][N:3]([CH2:19][C:20]3[O:21][N:56]=[C:49]([C:50]4[CH:51]=[N:52][CH:53]=[CH:54][CH:55]=4)[N:48]=3)[C:2]2=[O:1])[CH:8]=[CH:9][CH:10]=[CH:11][CH:12]=1, predict the reactants needed to synthesize it. The reactants are: [O:1]=[C:2]1[C:6]([C:13]2[CH:18]=[CH:17][CH:16]=[CH:15][CH:14]=2)([C:7]2[CH:12]=[CH:11][CH:10]=[CH:9][CH:8]=2)[CH2:5][CH2:4][N:3]1[CH2:19][C:20](O)=[O:21].FC1C=CC(C2(C3C=CC(F)=CC=3)CCN(CC(O)=O)C2=O)=CC=1.O[NH:48]/[C:49](=[N:56]\[H])/[C:50]1[CH:55]=[CH:54][CH:53]=[N:52][CH:51]=1.ON/C(=N\[H])/C1C=CC(C(F)(F)F)=CC=1. (4) Given the product [Br:1][C:2]1[CH:10]=[CH:9][CH:8]=[C:7]2[C:3]=1[C:4]([C:22]1[C:27]([OH:28])=[CH:26][CH:25]=[C:24]([O:29][CH3:30])[N:23]=1)([CH2:31][OH:32])[C:5](=[O:21])[N:6]2[CH2:11][C:12]1[O:13][C:14]([C:17]([F:19])([F:20])[F:18])=[CH:15][CH:16]=1, predict the reactants needed to synthesize it. The reactants are: [Br:1][C:2]1[CH:10]=[CH:9][CH:8]=[C:7]2[C:3]=1[CH:4]([C:22]1[C:27]([OH:28])=[CH:26][CH:25]=[C:24]([O:29][CH3:30])[N:23]=1)[C:5](=[O:21])[N:6]2[CH2:11][C:12]1[O:13][C:14]([C:17]([F:20])([F:19])[F:18])=[CH:15][CH:16]=1.[CH2:31]=[O:32].C(NC(C)C)(C)C. (5) Given the product [NH2:14][CH:8]([C:5]1[CH:4]=[CH:3][C:2]([Cl:1])=[CH:7][CH:6]=1)[CH2:9][CH2:10][CH2:11][OH:12], predict the reactants needed to synthesize it. The reactants are: [Cl:1][C:2]1[CH:7]=[CH:6][C:5]([C:8](=[N:14]OC)[CH2:9][CH2:10][C:11](O)=[O:12])=[CH:4][CH:3]=1.B.O1CCCC1.O. (6) Given the product [CH2:15]([C:17]1[CH:23]=[CH:22][C:20]([NH:21][C:3](=[O:5])/[CH:2]=[N:25]/[OH:26])=[CH:19][CH:18]=1)[CH3:16], predict the reactants needed to synthesize it. The reactants are: Cl[C:2](Cl)(Cl)[CH:3]([OH:5])O.[O-]S([O-])(=O)=O.[Na+].[Na+].[CH2:15]([C:17]1[CH:23]=[CH:22][C:20]([NH2:21])=[CH:19][CH:18]=1)[CH3:16].Cl.[NH2:25][OH:26]. (7) Given the product [CH3:1][O:2][C:3]1[CH:18]=[C:17]([C:19]([F:20])([F:22])[F:21])[CH:16]=[C:15]([S:23][CH3:24])[C:4]=1[C:5]([NH:7][C@H:8]1[C@@H:13]([N:29]2[CH2:33][CH2:32][CH2:31][CH2:30]2)[CH2:12][CH2:11][O:10][CH2:9]1)=[O:6], predict the reactants needed to synthesize it. The reactants are: [CH3:1][O:2][C:3]1[CH:18]=[C:17]([C:19]([F:22])([F:21])[F:20])[CH:16]=[C:15]([S:23][CH3:24])[C:4]=1[C:5]([NH:7][CH:8]1[C:13](=O)[CH2:12][CH2:11][O:10][CH2:9]1)=[O:6].C(O)(=O)C.[NH:29]1[CH2:33][CH2:32][CH2:31][CH2:30]1.C(O[BH-](OC(=O)C)OC(=O)C)(=O)C.[Na+]. (8) Given the product [Cl:1][C:2]1[CH:7]=[C:6]([C:37]#[C:36][C:34]([OH:38])([CH3:35])[CH3:33])[CH:5]=[C:4]([Cl:9])[C:3]=1[NH:10][C:11]1[C:20]2[CH:21]=[CH:22][NH:23][C:24](=[O:25])[C:19]=2[C:18]2[C:13](=[CH:14][CH:15]=[N:16][CH:17]=2)[N:12]=1, predict the reactants needed to synthesize it. The reactants are: [Cl:1][C:2]1[CH:7]=[C:6](I)[CH:5]=[C:4]([Cl:9])[C:3]=1[NH:10][C:11]1[C:20]2[CH:21]=[CH:22][NH:23][C:24](=[O:25])[C:19]=2[C:18]2[C:13](=[CH:14][CH:15]=[N:16][CH:17]=2)[N:12]=1.C(N(CC)CC)C.[CH3:33][C:34]([OH:38])([C:36]#[CH:37])[CH3:35]. (9) The reactants are: [H-].[Na+].CN(C)C=O.[NH:8]1[CH:12]=[CH:11][N:10]=[CH:9]1.[Cl:13][C:14]1[N:23]=[C:22](Cl)[C:21]2[C:16](=[CH:17][CH:18]=[CH:19][CH:20]=2)[N:15]=1. Given the product [Cl:13][C:14]1[N:23]=[C:22]([N:8]2[CH:12]=[CH:11][N:10]=[CH:9]2)[C:21]2[C:16](=[CH:17][CH:18]=[CH:19][CH:20]=2)[N:15]=1, predict the reactants needed to synthesize it. (10) Given the product [F:13][C:14]1[C:19]([B:25]([OH:26])[OH:24])=[CH:18][C:17]([CH3:20])=[CH:16][N:15]=1, predict the reactants needed to synthesize it. The reactants are: C([Li])CCC.C(NC(C)C)(C)C.[F:13][C:14]1[CH:19]=[CH:18][C:17]([CH3:20])=[CH:16][N:15]=1.C([O:24][B:25](OCCC)[O:26]CCC)CC.